This data is from Catalyst prediction with 721,799 reactions and 888 catalyst types from USPTO. The task is: Predict which catalyst facilitates the given reaction. (1) Reactant: [F:1][C:2]([F:15])([F:14])[C:3]1[CH:12]=[CH:11][C:10]([NH2:13])=[C:9]2[C:4]=1[CH:5]=[CH:6][CH:7]=[N:8]2.[Cl:16][C:17]1[CH:22]=[CH:21][C:20]([S:23](Cl)(=[O:25])=[O:24])=[C:19]([N+:27]([O-:29])=[O:28])[CH:18]=1.N1C=CC=CC=1. Product: [Cl:16][C:17]1[CH:22]=[CH:21][C:20]([S:23]([NH:13][C:10]2[CH:11]=[CH:12][C:3]([C:2]([F:1])([F:14])[F:15])=[C:4]3[C:9]=2[N:8]=[CH:7][CH:6]=[CH:5]3)(=[O:25])=[O:24])=[C:19]([N+:27]([O-:29])=[O:28])[CH:18]=1. The catalyst class is: 2. (2) Reactant: [Si:1]([O:8][CH2:9][C@H:10]([CH3:15])[C:11](=[O:14])[C:12]#[CH:13])([C:4]([CH3:7])([CH3:6])[CH3:5])([CH3:3])[CH3:2].CB1N2CCC[C@H]2C(C2C=CC=CC=2)(C2C=CC=CC=2)O1.CSC.B. Product: [Si:1]([O:8][CH2:9][C@H:10]([CH3:15])[C@H:11]([OH:14])[C:12]#[CH:13])([C:4]([CH3:7])([CH3:6])[CH3:5])([CH3:3])[CH3:2]. The catalyst class is: 1. (3) Reactant: O=[C:2]1[CH2:22][CH2:21][C:5]2([CH2:10][CH2:9][N:8]([C:11]([O:13][CH2:14][C:15]3[CH:20]=[CH:19][CH:18]=[CH:17][CH:16]=3)=[O:12])[CH2:7][CH2:6]2)[CH2:4][CH2:3]1.C([O-])(=O)C.[NH4+:27].C(O[BH-](OC(=O)C)OC(=O)C)(=O)C.[Na+].C(=O)(O)[O-].[Na+]. The catalyst class is: 100. Product: [NH2:27][CH:2]1[CH2:22][CH2:21][C:5]2([CH2:10][CH2:9][N:8]([C:11]([O:13][CH2:14][C:15]3[CH:20]=[CH:19][CH:18]=[CH:17][CH:16]=3)=[O:12])[CH2:7][CH2:6]2)[CH2:4][CH2:3]1.